This data is from Peptide-MHC class I binding affinity with 185,985 pairs from IEDB/IMGT. The task is: Regression. Given a peptide amino acid sequence and an MHC pseudo amino acid sequence, predict their binding affinity value. This is MHC class I binding data. The peptide sequence is IARLVYKAR. The MHC is HLA-A68:02 with pseudo-sequence HLA-A68:02. The binding affinity (normalized) is 0.0847.